From a dataset of Catalyst prediction with 721,799 reactions and 888 catalyst types from USPTO. Predict which catalyst facilitates the given reaction. (1) Reactant: [OH:1][C:2]1[CH:7]=[CH:6][C:5]([C:8]2[CH:16]=[CH:15][C:14]([C:17]3[N:18]([C:33]([O:35][C:36]([CH3:39])([CH3:38])[CH3:37])=[O:34])[C:19]4[C:24]([CH:25]=3)=[CH:23][C:22]([CH2:26][N:27]3[CH2:32][CH2:31][CH2:30][CH2:29][CH2:28]3)=[CH:21][CH:20]=4)=[C:13]3[C:9]=2[CH2:10][NH:11][C:12]3=[O:40])=[CH:4][CH:3]=1.[S:41](Cl)(=[O:44])(=[O:43])[NH2:42].O. Product: [S:41]([O:1][C:2]1[CH:3]=[CH:4][C:5]([C:8]2[CH:16]=[CH:15][C:14]([C:17]3[N:18]([C:33]([O:35][C:36]([CH3:37])([CH3:39])[CH3:38])=[O:34])[C:19]4[C:24]([CH:25]=3)=[CH:23][C:22]([CH2:26][N:27]3[CH2:32][CH2:31][CH2:30][CH2:29][CH2:28]3)=[CH:21][CH:20]=4)=[C:13]3[C:9]=2[CH2:10][NH:11][C:12]3=[O:40])=[CH:6][CH:7]=1)(=[O:44])(=[O:43])[NH2:42]. The catalyst class is: 80. (2) Reactant: [CH3:1][Mg+].[Br-].[CH3:4][C:5]([C:7]1[CH:12]=[CH:11][C:10]([F:13])=[CH:9][C:8]=1[F:14])=[O:6]. The catalyst class is: 27. Product: [F:14][C:8]1[CH:9]=[C:10]([F:13])[CH:11]=[CH:12][C:7]=1[C:5]([OH:6])([CH3:1])[CH3:4]. (3) Reactant: [CH3:1]/[CH:2]=[CH:3]\[CH3:4].[CH3:5]/[CH:6]=[CH:7]/[CH3:8].[CH2:9]=[C:10](C)C.C=CC=C.CCCC. Product: [CH:2]([C:6]1[CH:5]=[CH:10][CH:9]=[CH:8][CH:7]=1)([CH2:3][CH3:4])[CH3:1]. The catalyst class is: 48. (4) Reactant: Br[C:2]1[C:11]2[C:6](=[CH:7][CH:8]=[C:9]([O:12][CH3:13])[CH:10]=2)[C:5](=[O:14])[NH:4][CH:3]=1.[N:15]1([C:21]([O:23][C:24]([CH3:27])([CH3:26])[CH3:25])=[O:22])[CH2:20][CH2:19][NH:18][CH2:17][CH2:16]1.CCN(C(C)C)C(C)C. Product: [OH:14][C:5]1[C:6]2[C:11](=[CH:10][C:9]([O:12][CH3:13])=[CH:8][CH:7]=2)[C:2]([N:18]2[CH2:17][CH2:16][N:15]([C:21]([O:23][C:24]([CH3:27])([CH3:26])[CH3:25])=[O:22])[CH2:20][CH2:19]2)=[CH:3][N:4]=1. The catalyst class is: 746.